From a dataset of Full USPTO retrosynthesis dataset with 1.9M reactions from patents (1976-2016). Predict the reactants needed to synthesize the given product. (1) Given the product [C:18]12([NH:28][C:29]([N:15]3[CH2:16][CH2:17][N:12]([C:6]4[C:5]5[C:10](=[CH:11][C:2]([Cl:1])=[CH:3][CH:4]=5)[N:9]=[CH:8][CH:7]=4)[CH2:13][CH2:14]3)=[O:30])[CH2:27][CH:22]3[CH2:23][CH:24]([CH2:26][CH:20]([CH2:21]3)[CH2:19]1)[CH2:25]2, predict the reactants needed to synthesize it. The reactants are: [Cl:1][C:2]1[CH:11]=[C:10]2[C:5]([C:6]([N:12]3[CH2:17][CH2:16][NH:15][CH2:14][CH2:13]3)=[CH:7][CH:8]=[N:9]2)=[CH:4][CH:3]=1.[C:18]12([N:28]=[C:29]=[O:30])[CH2:27][CH:22]3[CH2:23][CH:24]([CH2:26][CH:20]([CH2:21]3)[CH2:19]1)[CH2:25]2.CCCCCC.CCOC(C)=O. (2) The reactants are: [CH3:1][O:2][C:3]1[CH:4]=[C:5]([CH:7]=[CH:8][C:9]=1[O:10][CH3:11])[NH2:6].[C:12]([C:14](=[CH:20]OCC)[C:15]([O:17][CH2:18][CH3:19])=[O:16])#[N:13]. Given the product [C:12]([C:14](=[CH:20][NH:6][C:5]1[CH:7]=[CH:8][C:9]([O:10][CH3:11])=[C:3]([O:2][CH3:1])[CH:4]=1)[C:15]([O:17][CH2:18][CH3:19])=[O:16])#[N:13], predict the reactants needed to synthesize it. (3) Given the product [CH:1]1([NH:7][C:8]2[CH:13]=[CH:12][CH:11]=[CH:10][C:9]=2[N:14]([CH2:28][C:29](=[O:34])[C:30]([CH3:33])([CH3:32])[CH3:31])[C:15](=[O:24])[O:16][CH2:17][C:18]2[CH:19]=[CH:20][CH:21]=[CH:22][CH:23]=2)[CH2:2][CH2:3][CH2:4][CH2:5][CH2:6]1, predict the reactants needed to synthesize it. The reactants are: [CH:1]1([NH:7][C:8]2[CH:13]=[CH:12][CH:11]=[CH:10][C:9]=2[NH:14][C:15](=[O:24])[O:16][CH2:17][C:18]2[CH:23]=[CH:22][CH:21]=[CH:20][CH:19]=2)[CH2:6][CH2:5][CH2:4][CH2:3][CH2:2]1.[H-].[Na+].Br[CH2:28][C:29](=[O:34])[C:30]([CH3:33])([CH3:32])[CH3:31].O.